This data is from NCI-60 drug combinations with 297,098 pairs across 59 cell lines. The task is: Regression. Given two drug SMILES strings and cell line genomic features, predict the synergy score measuring deviation from expected non-interaction effect. (1) Drug 1: CC1CCC2CC(C(=CC=CC=CC(CC(C(=O)C(C(C(=CC(C(=O)CC(OC(=O)C3CCCCN3C(=O)C(=O)C1(O2)O)C(C)CC4CCC(C(C4)OC)O)C)C)O)OC)C)C)C)OC. Drug 2: CCN(CC)CCNC(=O)C1=C(NC(=C1C)C=C2C3=C(C=CC(=C3)F)NC2=O)C. Cell line: LOX IMVI. Synergy scores: CSS=4.27, Synergy_ZIP=-1.16, Synergy_Bliss=0.367, Synergy_Loewe=1.03, Synergy_HSA=0.587. (2) Drug 1: C1CCC(CC1)NC(=O)N(CCCl)N=O. Drug 2: CC1=C(C=C(C=C1)C(=O)NC2=CC(=CC(=C2)C(F)(F)F)N3C=C(N=C3)C)NC4=NC=CC(=N4)C5=CN=CC=C5. Cell line: MDA-MB-435. Synergy scores: CSS=5.72, Synergy_ZIP=2.50, Synergy_Bliss=9.45, Synergy_Loewe=3.01, Synergy_HSA=4.22.